From a dataset of Peptide-MHC class I binding affinity with 185,985 pairs from IEDB/IMGT. Regression. Given a peptide amino acid sequence and an MHC pseudo amino acid sequence, predict their binding affinity value. This is MHC class I binding data. (1) The peptide sequence is SPRLKAICI. The MHC is HLA-B53:01 with pseudo-sequence HLA-B53:01. The binding affinity (normalized) is 0.0641. (2) The peptide sequence is IYLPIVHPF. The MHC is HLA-B07:02 with pseudo-sequence HLA-B07:02. The binding affinity (normalized) is 0.0847. (3) The peptide sequence is ATNDGLIKK. The MHC is HLA-B46:01 with pseudo-sequence HLA-B46:01. The binding affinity (normalized) is 0.0847. (4) The peptide sequence is MCPFLFLMFL. The MHC is H-2-Kb with pseudo-sequence H-2-Kb. The binding affinity (normalized) is 0.196. (5) The peptide sequence is LISSDGARV. The MHC is HLA-A02:02 with pseudo-sequence HLA-A02:02. The binding affinity (normalized) is 0.683. (6) The peptide sequence is LTFLHTLYK. The MHC is HLA-B40:01 with pseudo-sequence HLA-B40:01. The binding affinity (normalized) is 0.0847. (7) The peptide sequence is RANNNRLPK. The MHC is HLA-B08:02 with pseudo-sequence HLA-B08:02. The binding affinity (normalized) is 0.0847. (8) The peptide sequence is TLKGTSYKM. The binding affinity (normalized) is 0.0847. The MHC is HLA-A80:01 with pseudo-sequence HLA-A80:01. (9) The peptide sequence is VMSQEDNHF. The MHC is HLA-B15:03 with pseudo-sequence HLA-B15:03. The binding affinity (normalized) is 0.572. (10) The peptide sequence is RPGGKKKYK. The MHC is HLA-B42:01 with pseudo-sequence HLA-B42:01. The binding affinity (normalized) is 0.0847.